Predict the reaction yield, written as a fraction of the theoretical maximum amount of product (1.0 means a 100% yield; for example, 0.34 means a 34% yield). From a dataset of Reaction yield outcomes from USPTO patents with 853,638 reactions. (1) The reactants are Cl[C:2]1[CH:3]=[C:4]([NH:10][C:11]2[CH:19]=[C:14]3[CH2:15][O:16][CH2:17][CH2:18][N:13]3[N:12]=2)[C:5](=[O:9])[N:6]([CH3:8])[N:7]=1.[C:20]([O:23][CH2:24][C:25]1[C:30](B2OC(C)(C)C(C)(C)O2)=[CH:29][CH:28]=[CH:27][C:26]=1[N:40]1[CH2:52][CH2:51][N:43]2[C:44]3[CH2:45][CH2:46][CH2:47][CH2:48][C:49]=3[CH:50]=[C:42]2[C:41]1=[O:53])(=[O:22])[CH3:21].[O-]P([O-])([O-])=O.[K+].[K+].[K+].CC([O-])=O.[Na+]. The catalyst is CC#N.O.C1C=CC(P(C2C=CC=CC=2)[C-]2C=CC=C2)=CC=1.C1C=CC(P(C2C=CC=CC=2)[C-]2C=CC=C2)=CC=1.Cl[Pd]Cl.[Fe+2]. The product is [C:20]([O:23][CH2:24][C:25]1[C:26]([N:40]2[CH2:52][CH2:51][N:43]3[C:44]4[CH2:45][CH2:46][CH2:47][CH2:48][C:49]=4[CH:50]=[C:42]3[C:41]2=[O:53])=[CH:27][CH:28]=[CH:29][C:30]=1[C:2]1[CH:3]=[C:4]([NH:10][C:11]2[CH:19]=[C:14]3[CH2:15][O:16][CH2:17][CH2:18][N:13]3[N:12]=2)[C:5](=[O:9])[N:6]([CH3:8])[N:7]=1)(=[O:22])[CH3:21]. The yield is 0.330. (2) The reactants are [C:1]([CH2:3]P(=O)(OCC)OCC)#[N:2].CC(C)([O-])C.[K+].[CH:18]1([CH:23]=O)[CH2:22][CH2:21][CH2:20][CH2:19]1. The catalyst is C1COCC1. The product is [CH:18]1([CH:23]=[CH:3][C:1]#[N:2])[CH2:22][CH2:21][CH2:20][CH2:19]1. The yield is 0.948. (3) The reactants are [Cl-].O[NH3+:3].[C:4](=[O:7])([O-])[OH:5].[Na+].CS(C)=O.[CH3:13][C:14]1([CH3:52])[CH2:18][O:17][C:16]2([CH2:23][CH2:22][CH:21]([N:24]3[C:29](=[O:30])[C:28]([CH2:31][C:32]4[CH:37]=[CH:36][C:35]([C:38]5[C:39]([C:44]#[N:45])=[CH:40][CH:41]=[CH:42][CH:43]=5)=[CH:34][CH:33]=4)=[C:27]([CH2:46][CH2:47][CH3:48])[N:26]4[N:49]=[CH:50][N:51]=[C:25]34)[CH2:20][CH2:19]2)[O:15]1. The catalyst is C(OCC)(=O)C. The product is [CH3:52][C:14]1([CH3:13])[CH2:18][O:17][C:16]2([CH2:19][CH2:20][CH:21]([N:24]3[C:29](=[O:30])[C:28]([CH2:31][C:32]4[CH:37]=[CH:36][C:35]([C:38]5[CH:43]=[CH:42][CH:41]=[CH:40][C:39]=5[C:44]5[NH:3][C:4](=[O:7])[O:5][N:45]=5)=[CH:34][CH:33]=4)=[C:27]([CH2:46][CH2:47][CH3:48])[N:26]4[N:49]=[CH:50][N:51]=[C:25]34)[CH2:22][CH2:23]2)[O:15]1. The yield is 0.470. (4) The reactants are C([N:8]1[CH2:12][C@@H:11]([C:13]([N:15]2[CH2:19][C@@H:18]([N:20]([CH:28]3[CH2:33][CH2:32][C:31]([CH3:35])([CH3:34])[CH2:30][CH2:29]3)[C:21]([C@@H:23]3[CH2:27][CH2:26][CH2:25][O:24]3)=[O:22])[CH2:17][C@H:16]2[C:36]([N:38]2[CH2:43][CH2:42][N:41]([CH3:44])[CH2:40][CH2:39]2)=[O:37])=[O:14])[C@H:10]([C:45]2[CH:50]=[CH:49][C:48]([Cl:51])=[CH:47][CH:46]=2)[CH2:9]1)(OC(C)(C)C)=O.Cl. The catalyst is C(Cl)Cl. The product is [Cl:51][C:48]1[CH:47]=[CH:46][C:45]([C@@H:10]2[CH2:9][NH:8][CH2:12][C@H:11]2[C:13]([N:15]2[C@H:16]([C:36]([N:38]3[CH2:39][CH2:40][N:41]([CH3:44])[CH2:42][CH2:43]3)=[O:37])[CH2:17][C@H:18]([N:20]([CH:28]3[CH2:33][CH2:32][C:31]([CH3:35])([CH3:34])[CH2:30][CH2:29]3)[C:21]([C@@H:23]3[CH2:27][CH2:26][CH2:25][O:24]3)=[O:22])[CH2:19]2)=[O:14])=[CH:50][CH:49]=1. The yield is 0.998. (5) The reactants are C(OC(=O)[NH:10][C:11]1[CH:16]=[CH:15][C:14]([C:17]([CH3:20])([CH3:19])[CH3:18])=[C:13]([NH:21][CH:22]=[O:23])[CH:12]=1)C1C=CC=CC=1.CO. The catalyst is [Pd].C(Cl)Cl. The product is [NH2:10][C:11]1[CH:16]=[CH:15][C:14]([C:17]([CH3:20])([CH3:19])[CH3:18])=[C:13]([NH:21][CH:22]=[O:23])[CH:12]=1. The yield is 0.960. (6) The reactants are [ClH:1].[F:2][C:3]([F:22])([F:21])[C:4]([NH:6][CH2:7][C:8]1[CH:13]=[CH:12][C:11]([F:14])=[C:10]([C:15]2[CH:20]=[CH:19][N:18]=[CH:17][CH:16]=2)[CH:9]=1)=[O:5]. The catalyst is [Pt].CO. The product is [ClH:1].[F:21][C:3]([F:2])([F:22])[C:4]([NH:6][CH2:7][C:8]1[CH:13]=[CH:12][C:11]([F:14])=[C:10]([CH:15]2[CH2:20][CH2:19][NH:18][CH2:17][CH2:16]2)[CH:9]=1)=[O:5]. The yield is 0.890.